Dataset: Catalyst prediction with 721,799 reactions and 888 catalyst types from USPTO. Task: Predict which catalyst facilitates the given reaction. (1) Reactant: Cl[C:2]1[CH:7]=[CH:6][C:5]([C:8]([F:11])([F:10])[F:9])=[CH:4][CH:3]=1.[O-]P([O-])([O-])=O.[K+].[K+].[K+].[OH:20][C:21]1[CH:26]=[C:25]([CH3:27])[C:24]([C:28](=[O:30])[CH3:29])=[C:23]([CH3:31])[CH:22]=1.C(P(C(C)(C)C)C1C=CC=CC=1C1C(C(C)C)=CC(C(C)C)=CC=1C(C)C)(C)(C)C. Product: [CH3:31][C:23]1[CH:22]=[C:21]([O:20][C:2]2[CH:7]=[CH:6][C:5]([C:8]([F:11])([F:10])[F:9])=[CH:4][CH:3]=2)[CH:26]=[C:25]([CH3:27])[C:24]=1[C:28](=[O:30])[CH3:29]. The catalyst class is: 222. (2) The catalyst class is: 12. Reactant: [CH2:1]([C@H:3]1[C@@H:7]([C:8]([NH:10][NH:11][C:12]2[N:13]=[C:14]3[CH:20]=[CH:19][N:18]([S:21]([C:24]4[CH:30]=[CH:29][C:27]([CH3:28])=[CH:26][CH:25]=4)(=[O:23])=[O:22])[C:15]3=[N:16][CH:17]=2)=O)[CH2:6][N:5](C(OC(C)(C)C)=O)[CH2:4]1)[CH3:2].S(Cl)(Cl)=O.Cl.CCOCC. Product: [CH2:1]([C@H:3]1[CH2:4][NH:5][CH2:6][C@H:7]1[C:8]1[N:13]2[C:14]3[CH:20]=[CH:19][N:18]([S:21]([C:24]4[CH:30]=[CH:29][C:27]([CH3:28])=[CH:26][CH:25]=4)(=[O:23])=[O:22])[C:15]=3[N:16]=[CH:17][C:12]2=[N:11][N:10]=1)[CH3:2].